This data is from Reaction yield outcomes from USPTO patents with 853,638 reactions. The task is: Predict the reaction yield, written as a fraction of the theoretical maximum amount of product (1.0 means a 100% yield; for example, 0.34 means a 34% yield). The reactants are Br[C:2]1[CH:7]=[C:6]([CH:8]([F:10])[F:9])[CH:5]=[CH:4][C:3]=1[F:11].[B:12]1([B:12]2[O:16][C:15]([CH3:18])([CH3:17])[C:14]([CH3:20])([CH3:19])[O:13]2)[O:16][C:15]([CH3:18])([CH3:17])[C:14]([CH3:20])([CH3:19])[O:13]1.C([O-])(=O)C.[K+]. The product is [F:9][CH:8]([F:10])[C:6]1[CH:5]=[CH:4][C:3]([F:11])=[C:2]([B:12]2[O:16][C:15]([CH3:18])([CH3:17])[C:14]([CH3:20])([CH3:19])[O:13]2)[CH:7]=1. The yield is 0.650. The catalyst is O1CCOCC1.C1C=CC(P(C2C=CC=CC=2)[C-]2C=CC=C2)=CC=1.C1C=CC(P(C2C=CC=CC=2)[C-]2C=CC=C2)=CC=1.Cl[Pd]Cl.[Fe+2].